The task is: Predict the reactants needed to synthesize the given product.. This data is from Full USPTO retrosynthesis dataset with 1.9M reactions from patents (1976-2016). (1) Given the product [CH:20]1([CH2:26][N:4]2[CH2:3][CH2:2][N:1]([C:7]3[CH:8]=[CH:9][C:10]4[N:11]([C:13]([C:16]([F:17])([F:18])[F:19])=[N:14][N:15]=4)[N:12]=3)[CH2:6][CH2:5]2)[CH2:25][CH2:24][CH2:23][CH2:22][CH2:21]1, predict the reactants needed to synthesize it. The reactants are: [N:1]1([C:7]2[CH:8]=[CH:9][C:10]3[N:11]([C:13]([C:16]([F:19])([F:18])[F:17])=[N:14][N:15]=3)[N:12]=2)[CH2:6][CH2:5][NH:4][CH2:3][CH2:2]1.[CH:20]1([CH:26]=O)[CH2:25][CH2:24][CH2:23][CH2:22][CH2:21]1. (2) Given the product [I-:21].[Cl:1][C:2]1[CH:3]=[CH:4][C:5]([N:8]2[CH2:12][CH2:11][S:10]/[C:9]/2=[N:13]\[C:14]([N:16]2[CH:20]=[CH:19][N+:18]([CH3:22])=[CH:17]2)=[O:15])=[CH:6][CH:7]=1, predict the reactants needed to synthesize it. The reactants are: [Cl:1][C:2]1[CH:7]=[CH:6][C:5]([N:8]2[CH2:12][CH2:11][S:10]/[C:9]/2=[N:13]\[C:14]([N:16]2[CH:20]=[CH:19][N:18]=[CH:17]2)=[O:15])=[CH:4][CH:3]=1.[I:21][CH3:22]. (3) Given the product [CH2:1]([C@@:4]1([CH3:34])[CH2:9][C@H:8]([C:10]2[CH:15]=[CH:14][CH:13]=[C:12]([Cl:16])[CH:11]=2)[C@@H:7]([C:17]2[CH:18]=[CH:19][C:20]([Cl:23])=[CH:21][CH:22]=2)[N:6]([C@H:24]([CH2:27][CH2:28][CH2:29][C:30]([OH:32])([CH3:35])[CH3:31])[CH2:25][CH3:26])[C:5]1=[O:33])[CH:2]=[CH2:3], predict the reactants needed to synthesize it. The reactants are: [CH2:1]([C@@:4]1([CH3:34])[CH2:9][C@H:8]([C:10]2[CH:15]=[CH:14][CH:13]=[C:12]([Cl:16])[CH:11]=2)[C@@H:7]([C:17]2[CH:22]=[CH:21][C:20]([Cl:23])=[CH:19][CH:18]=2)[N:6]([C@H:24]([CH2:27][CH2:28][CH2:29][C:30](=[O:32])[CH3:31])[CH2:25][CH3:26])[C:5]1=[O:33])[CH:2]=[CH2:3].[CH3:35][Mg]Br. (4) Given the product [F:27][C:5]1[CH:4]=[CH:3][C:2]([NH:31][C:28](=[O:30])[CH3:29])=[CH:7][C:6]=1[CH2:8][CH2:9][N:10]1[CH2:15][CH2:14][N:13]([C:16]2[CH:25]=[CH:24][CH:23]=[C:22]3[C:17]=2[CH:18]=[CH:19][C:20]([CH3:26])=[N:21]3)[CH2:12][CH2:11]1, predict the reactants needed to synthesize it. The reactants are: Br[C:2]1[CH:3]=[CH:4][C:5]([F:27])=[C:6]([CH2:8][CH2:9][N:10]2[CH2:15][CH2:14][N:13]([C:16]3[CH:25]=[CH:24][CH:23]=[C:22]4[C:17]=3[CH:18]=[CH:19][C:20]([CH3:26])=[N:21]4)[CH2:12][CH2:11]2)[CH:7]=1.[C:28]([NH2:31])(=[O:30])[CH3:29].